From a dataset of Merck oncology drug combination screen with 23,052 pairs across 39 cell lines. Regression. Given two drug SMILES strings and cell line genomic features, predict the synergy score measuring deviation from expected non-interaction effect. (1) Drug 1: O=c1[nH]cc(F)c(=O)[nH]1. Cell line: SW620. Synergy scores: synergy=12.6. Drug 2: NC1(c2ccc(-c3nc4ccn5c(=O)[nH]nc5c4cc3-c3ccccc3)cc2)CCC1. (2) Drug 1: NC(=O)c1cccc2cn(-c3ccc(C4CCCNC4)cc3)nc12. Drug 2: Cc1nc(Nc2ncc(C(=O)Nc3c(C)cccc3Cl)s2)cc(N2CCN(CCO)CC2)n1. Cell line: UWB1289BRCA1. Synergy scores: synergy=4.44. (3) Drug 1: COc1cccc2c1C(=O)c1c(O)c3c(c(O)c1C2=O)CC(O)(C(=O)CO)CC3OC1CC(N)C(O)C(C)O1. Drug 2: CCc1cnn2c(NCc3ccc[n+]([O-])c3)cc(N3CCCCC3CCO)nc12. Cell line: LNCAP. Synergy scores: synergy=-3.22. (4) Drug 1: COc1cccc2c1C(=O)c1c(O)c3c(c(O)c1C2=O)CC(O)(C(=O)CO)CC3OC1CC(N)C(O)C(C)O1. Drug 2: CS(=O)(=O)CCNCc1ccc(-c2ccc3ncnc(Nc4ccc(OCc5cccc(F)c5)c(Cl)c4)c3c2)o1. Cell line: UWB1289. Synergy scores: synergy=-4.86. (5) Drug 1: CC(=O)OC1C(=O)C2(C)C(O)CC3OCC3(OC(C)=O)C2C(OC(=O)c2ccccc2)C2(O)CC(OC(=O)C(O)C(NC(=O)c3ccccc3)c3ccccc3)C(C)=C1C2(C)C. Drug 2: O=C(O)C1(Cc2cccc(Nc3nccs3)n2)CCC(Oc2cccc(Cl)c2F)CC1. Cell line: EFM192B. Synergy scores: synergy=14.0.